From a dataset of Catalyst prediction with 721,799 reactions and 888 catalyst types from USPTO. Predict which catalyst facilitates the given reaction. (1) Reactant: [N+:1]([C:4]1[CH:8]=[CH:7][NH:6][N:5]=1)([O-:3])=[O:2].[H-].[Na+].Br[CH2:12][CH2:13][C:14]1[CH:19]=[CH:18][CH:17]=[CH:16][CH:15]=1. Product: [N+:1]([C:4]1[CH:8]=[CH:7][N:6]([CH2:12][CH2:13][C:14]2[CH:19]=[CH:18][CH:17]=[CH:16][CH:15]=2)[N:5]=1)([O-:3])=[O:2]. The catalyst class is: 9. (2) Reactant: [Cl:1][C:2]1[CH:7]=[CH:6][C:5]([N:8]([CH2:20][C:21](O)=[O:22])[S:9]([C:12]2[CH:17]=[CH:16][CH:15]=[C:14]([O:18][CH3:19])[CH:13]=2)(=[O:11])=[O:10])=[CH:4][CH:3]=1.CCN=C=NCCCN(C)C.C1C=CC2N(O)N=NC=2C=1.CCN(C(C)C)C(C)C.[C:54]1([CH:60]2[CH2:64][CH2:63][CH2:62][NH:61]2)[CH:59]=[CH:58][CH:57]=[CH:56][CH:55]=1. Product: [Cl:1][C:2]1[CH:3]=[CH:4][C:5]([N:8]([CH2:20][C:21](=[O:22])[N:61]2[CH2:62][CH2:63][CH2:64][CH:60]2[C:54]2[CH:59]=[CH:58][CH:57]=[CH:56][CH:55]=2)[S:9]([C:12]2[CH:17]=[CH:16][CH:15]=[C:14]([O:18][CH3:19])[CH:13]=2)(=[O:10])=[O:11])=[CH:6][CH:7]=1. The catalyst class is: 4.